From a dataset of NCI-60 drug combinations with 297,098 pairs across 59 cell lines. Regression. Given two drug SMILES strings and cell line genomic features, predict the synergy score measuring deviation from expected non-interaction effect. (1) Drug 1: C1=CC(=CC=C1CCC2=CNC3=C2C(=O)NC(=N3)N)C(=O)NC(CCC(=O)O)C(=O)O. Drug 2: C1C(C(OC1N2C=NC(=NC2=O)N)CO)O. Cell line: EKVX. Synergy scores: CSS=14.5, Synergy_ZIP=3.14, Synergy_Bliss=9.84, Synergy_Loewe=7.76, Synergy_HSA=7.56. (2) Drug 1: CCCCC(=O)OCC(=O)C1(CC(C2=C(C1)C(=C3C(=C2O)C(=O)C4=C(C3=O)C=CC=C4OC)O)OC5CC(C(C(O5)C)O)NC(=O)C(F)(F)F)O. Drug 2: CCCCCOC(=O)NC1=NC(=O)N(C=C1F)C2C(C(C(O2)C)O)O. Cell line: NCI-H322M. Synergy scores: CSS=16.4, Synergy_ZIP=-3.54, Synergy_Bliss=4.54, Synergy_Loewe=-5.00, Synergy_HSA=-1.02. (3) Drug 1: CC1C(C(CC(O1)OC2CC(CC3=C2C(=C4C(=C3O)C(=O)C5=C(C4=O)C(=CC=C5)OC)O)(C(=O)C)O)N)O.Cl. Drug 2: CC1CCC2CC(C(=CC=CC=CC(CC(C(=O)C(C(C(=CC(C(=O)CC(OC(=O)C3CCCCN3C(=O)C(=O)C1(O2)O)C(C)CC4CCC(C(C4)OC)O)C)C)O)OC)C)C)C)OC. Cell line: RPMI-8226. Synergy scores: CSS=38.0, Synergy_ZIP=-6.38, Synergy_Bliss=-8.39, Synergy_Loewe=-4.76, Synergy_HSA=-1.90.